From a dataset of NCI-60 drug combinations with 297,098 pairs across 59 cell lines. Regression. Given two drug SMILES strings and cell line genomic features, predict the synergy score measuring deviation from expected non-interaction effect. (1) Synergy scores: CSS=11.5, Synergy_ZIP=-2.75, Synergy_Bliss=3.71, Synergy_Loewe=-3.94, Synergy_HSA=3.28. Drug 2: CC(C)(C#N)C1=CC(=CC(=C1)CN2C=NC=N2)C(C)(C)C#N. Drug 1: CC=C1C(=O)NC(C(=O)OC2CC(=O)NC(C(=O)NC(CSSCCC=C2)C(=O)N1)C(C)C)C(C)C. Cell line: BT-549. (2) Drug 1: CN1C2=C(C=C(C=C2)N(CCCl)CCCl)N=C1CCCC(=O)O.Cl. Drug 2: CC(C)CN1C=NC2=C1C3=CC=CC=C3N=C2N. Cell line: UACC62. Synergy scores: CSS=0.0135, Synergy_ZIP=0.111, Synergy_Bliss=-0.544, Synergy_Loewe=-0.711, Synergy_HSA=-1.43. (3) Drug 1: CC(C1=C(C=CC(=C1Cl)F)Cl)OC2=C(N=CC(=C2)C3=CN(N=C3)C4CCNCC4)N. Drug 2: C1=NC2=C(N1)C(=S)N=C(N2)N. Cell line: K-562. Synergy scores: CSS=63.2, Synergy_ZIP=1.94, Synergy_Bliss=0.928, Synergy_Loewe=-2.74, Synergy_HSA=1.83. (4) Drug 1: CS(=O)(=O)C1=CC(=C(C=C1)C(=O)NC2=CC(=C(C=C2)Cl)C3=CC=CC=N3)Cl. Drug 2: CC(C)CN1C=NC2=C1C3=CC=CC=C3N=C2N. Cell line: SNB-19. Synergy scores: CSS=-3.14, Synergy_ZIP=1.03, Synergy_Bliss=-2.85, Synergy_Loewe=-5.26, Synergy_HSA=-5.05. (5) Drug 1: C1=CC(=C2C(=C1NCCNCCO)C(=O)C3=C(C=CC(=C3C2=O)O)O)NCCNCCO. Drug 2: CS(=O)(=O)OCCCCOS(=O)(=O)C. Cell line: T-47D. Synergy scores: CSS=23.7, Synergy_ZIP=-3.48, Synergy_Bliss=0.509, Synergy_Loewe=-43.5, Synergy_HSA=-0.765. (6) Drug 1: C1=CC(=CC=C1CCC2=CNC3=C2C(=O)NC(=N3)N)C(=O)NC(CCC(=O)O)C(=O)O. Drug 2: CC(C1=C(C=CC(=C1Cl)F)Cl)OC2=C(N=CC(=C2)C3=CN(N=C3)C4CCNCC4)N. Cell line: NCIH23. Synergy scores: CSS=16.1, Synergy_ZIP=-3.11, Synergy_Bliss=1.63, Synergy_Loewe=-3.39, Synergy_HSA=1.84. (7) Drug 1: COC1=CC(=CC(=C1O)OC)C2C3C(COC3=O)C(C4=CC5=C(C=C24)OCO5)OC6C(C(C7C(O6)COC(O7)C8=CC=CS8)O)O. Drug 2: CC1=C(C=C(C=C1)NC(=O)C2=CC=C(C=C2)CN3CCN(CC3)C)NC4=NC=CC(=N4)C5=CN=CC=C5. Cell line: PC-3. Synergy scores: CSS=21.9, Synergy_ZIP=-4.44, Synergy_Bliss=3.30, Synergy_Loewe=-20.4, Synergy_HSA=2.03.